From a dataset of Full USPTO retrosynthesis dataset with 1.9M reactions from patents (1976-2016). Predict the reactants needed to synthesize the given product. (1) Given the product [C:1]([O:5][C:6](=[O:37])[NH:7][C:8]1[CH:9]=[C:10]2[C:16](/[CH:44]=[CH:43]/[C:42]3[CH:45]=[CH:46][C:39]([F:38])=[CH:40][CH:41]=3)=[N:15][N:14]([C:18]([C:31]3[CH:36]=[CH:35][CH:34]=[CH:33][CH:32]=3)([C:25]3[CH:30]=[CH:29][CH:28]=[CH:27][CH:26]=3)[C:19]3[CH:24]=[CH:23][CH:22]=[CH:21][CH:20]=3)[C:11]2=[CH:12][N:13]=1)([CH3:4])([CH3:3])[CH3:2], predict the reactants needed to synthesize it. The reactants are: [C:1]([O:5][C:6](=[O:37])[NH:7][C:8]1[CH:9]=[C:10]2[C:16](I)=[N:15][N:14]([C:18]([C:31]3[CH:36]=[CH:35][CH:34]=[CH:33][CH:32]=3)([C:25]3[CH:30]=[CH:29][CH:28]=[CH:27][CH:26]=3)[C:19]3[CH:24]=[CH:23][CH:22]=[CH:21][CH:20]=3)[C:11]2=[CH:12][N:13]=1)([CH3:4])([CH3:3])[CH3:2].[F:38][C:39]1[CH:46]=[CH:45][C:42]([CH:43]=[CH2:44])=[CH:41][CH:40]=1.C(P(C(C)(C)C)C1C=CC=CC=1C1C=CC=CC=1)(C)(C)C.C(N(CC)CC)C. (2) Given the product [CH3:1][C:2]1[C:7]([S:8]([CH3:11])(=[O:10])=[O:9])=[CH:6][CH:5]=[CH:4][C:3]=1[CH:12]1[CH2:17][CH2:16][N:15]([CH2:25][CH3:26])[CH2:14][CH2:13]1, predict the reactants needed to synthesize it. The reactants are: [CH3:1][C:2]1[C:7]([S:8]([CH3:11])(=[O:10])=[O:9])=[CH:6][CH:5]=[CH:4][C:3]=1[CH:12]1[CH2:17][CH2:16][NH:15][CH2:14][CH2:13]1.C(=O)([O-])[O-].[K+].[K+].I[CH2:25][CH3:26]. (3) Given the product [O:1]=[C:2]1[C:10]2([CH2:14][CH2:13][CH2:12][CH2:11]2)[C:9]2[C:4](=[CH:5][CH:6]=[CH:7][CH:8]=2)[N:3]1[C:15]([NH:17][CH2:18][CH:19]1[CH2:20][CH2:21][N:22]([CH2:25][C:26]2([C:32]([OH:34])=[O:33])[CH2:31][CH2:30][O:29][CH2:28][CH2:27]2)[CH2:23][CH2:24]1)=[O:16], predict the reactants needed to synthesize it. The reactants are: [O:1]=[C:2]1[C:10]2([CH2:14][CH2:13][CH2:12][CH2:11]2)[C:9]2[C:4](=[CH:5][CH:6]=[CH:7][CH:8]=2)[N:3]1[C:15]([NH:17][CH2:18][CH:19]1[CH2:24][CH2:23][N:22]([CH2:25][C:26]2([C:32]([O:34]C(C)(C)C)=[O:33])[CH2:31][CH2:30][O:29][CH2:28][CH2:27]2)[CH2:21][CH2:20]1)=[O:16]. (4) Given the product [CH2:47]([O:46][C:44]([C:40]1([CH2:39][CH2:38][CH2:37][CH2:36][C:59]([N+:60]#[C-:61])([S:56]([C:53]2[CH:52]=[CH:51][C:50]([CH3:49])=[CH:55][CH:54]=2)(=[O:58])=[O:57])[CH2:13][CH2:12][CH2:11][CH2:10][C:6]2([C:4]([O:3][CH2:1][CH3:2])=[O:5])[CH2:7][CH2:8][CH2:9]2)[CH2:43][CH2:42][CH2:41]1)=[O:45])[CH3:48], predict the reactants needed to synthesize it. The reactants are: [CH2:1]([O:3][C:4]([C:6]1([CH2:10][CH2:11][CH2:12][CH2:13]C(=O)[CH2:13][CH2:12][CH2:11][CH2:10][C:6]2([C:4]([O:3][CH2:1][CH3:2])=[O:5])[CH2:9][CH2:8][CH2:7]2)[CH2:9][CH2:8][CH2:7]1)=[O:5])[CH3:2].CC([O-])(C)C.[K+].I[CH2:36][CH2:37][CH2:38][CH2:39][C:40]1([C:44]([O:46][CH2:47][CH3:48])=[O:45])[CH2:43][CH2:42][CH2:41]1.[CH3:49][C:50]1[CH:55]=[CH:54][C:53]([S:56]([CH2:59][N+:60]#[C-:61])(=[O:58])=[O:57])=[CH:52][CH:51]=1.[Na+].[Cl-].